This data is from Catalyst prediction with 721,799 reactions and 888 catalyst types from USPTO. The task is: Predict which catalyst facilitates the given reaction. (1) Reactant: [OH-].[Na+].[N+:3]([C:6]1[CH:7]=[C:8]([OH:12])[CH:9]=[CH:10][CH:11]=1)([O-:5])=[O:4].[CH3:13][O:14][C:15]1[CH:22]=[CH:21][C:18]([CH2:19]Cl)=[CH:17][CH:16]=1. Product: [CH3:13][O:14][C:15]1[CH:22]=[CH:21][C:18]([CH2:19][O:12][C:8]2[CH:9]=[CH:10][CH:11]=[C:6]([N+:3]([O-:5])=[O:4])[CH:7]=2)=[CH:17][CH:16]=1. The catalyst class is: 9. (2) Reactant: [Cl:1][C:2]1[C:6]([Cl:7])=[C:5]([CH3:8])[NH:4][C:3]=1[C:9](NC1CCN(C2C=CN=C(Cl)N=2)CC1)=[O:10].[Cl:25][C:26]1[CH:27]=[C:28]([CH:31]=[C:32]([N:34]2[CH2:39][CH2:38][CH:37]([OH:40])[CH2:36][CH2:35]2)[N:33]=1)[C:29]#[N:30].CCOC(/N=N/C(OCC)=O)=O.C1(P(C2C=CC=CC=2)C2C=CC=CC=2)C=CC=CC=1. Product: [Cl:1][C:2]1[C:6]([Cl:7])=[C:5]([CH3:8])[NH:4][C:3]=1[C:9]([O:40][CH:37]1[CH2:38][CH2:39][N:34]([C:32]2[CH:31]=[C:28]([C:29]#[N:30])[CH:27]=[C:26]([Cl:25])[N:33]=2)[CH2:35][CH2:36]1)=[O:10]. The catalyst class is: 1.